This data is from Forward reaction prediction with 1.9M reactions from USPTO patents (1976-2016). The task is: Predict the product of the given reaction. (1) Given the reactants [H-].[Na+].[OH:3][C:4]1[CH:5]=[C:6]2[C:11](=[CH:12][CH:13]=1)[C@:10]([CH3:18])([C:14]([F:17])([F:16])[F:15])[O:9][CH2:8][CH2:7]2.[CH3:19]N(C=O)C, predict the reaction product. The product is: [CH3:19][O:3][C:4]1[CH:5]=[C:6]2[C:11](=[CH:12][CH:13]=1)[C@:10]([CH3:18])([C:14]([F:17])([F:15])[F:16])[O:9][CH2:8][CH2:7]2. (2) The product is: [F:3][C:4]1[CH:34]=[CH:33][C:7]([CH2:8][N:9]([C:23]2[S:27][C:26]3[CH:28]=[CH:29][CH:30]=[CH:31][C:25]=3[C:24]=2[CH3:32])[S:10]([C:13]2[CH:18]=[CH:17][C:16]([C:19]([OH:21])=[O:20])=[CH:15][CH:14]=2)(=[O:11])=[O:12])=[CH:6][C:5]=1[C:35]([F:38])([F:36])[F:37]. Given the reactants CO.[F:3][C:4]1[CH:34]=[CH:33][C:7]([CH2:8][N:9]([C:23]2[S:27][C:26]3[CH:28]=[CH:29][CH:30]=[CH:31][C:25]=3[C:24]=2[CH3:32])[S:10]([C:13]2[CH:18]=[CH:17][C:16]([C:19]([O:21]C)=[O:20])=[CH:15][CH:14]=2)(=[O:12])=[O:11])=[CH:6][C:5]=1[C:35]([F:38])([F:37])[F:36].[OH-].[Na+], predict the reaction product. (3) Given the reactants [CH2:1]([O:3][C:4](=[O:26])[NH:5][C:6]1[N:15]([CH2:16][C:17]2[CH:22]=[CH:21][C:20]([OH:23])=[C:19]([O:24][CH3:25])[CH:18]=2)[C:9]2=[N:10][CH:11]=[C:12]([I:14])[CH:13]=[C:8]2[N:7]=1)[CH3:2].[OH-].[Na+].Cl[CH2:30][C:31]1[CH:32]=[CH:33][C:34]([O:37][CH3:38])=[N:35][CH:36]=1, predict the reaction product. The product is: [CH2:1]([O:3][C:4](=[O:26])[NH:5][C:6]1[N:15]([CH2:16][C:17]2[CH:22]=[CH:21][C:20]([O:23][CH2:30][C:31]3[CH:36]=[N:35][C:34]([O:37][CH3:38])=[CH:33][CH:32]=3)=[C:19]([O:24][CH3:25])[CH:18]=2)[C:9]2=[N:10][CH:11]=[C:12]([I:14])[CH:13]=[C:8]2[N:7]=1)[CH3:2].